From a dataset of Peptide-MHC class II binding affinity with 134,281 pairs from IEDB. Regression. Given a peptide amino acid sequence and an MHC pseudo amino acid sequence, predict their binding affinity value. This is MHC class II binding data. (1) The peptide sequence is YEVRAELPGVDPDKD. The MHC is HLA-DQA10101-DQB10501 with pseudo-sequence HLA-DQA10101-DQB10501. The binding affinity (normalized) is 0.126. (2) The peptide sequence is AGGLLEQAAAVEEAS. The MHC is HLA-DPA10201-DPB10501 with pseudo-sequence HLA-DPA10201-DPB10501. The binding affinity (normalized) is 0.